This data is from Cav3 T-type calcium channel HTS with 100,875 compounds. The task is: Binary Classification. Given a drug SMILES string, predict its activity (active/inactive) in a high-throughput screening assay against a specified biological target. (1) The compound is O=C(N1CCN(CC1)CC)Nc1c2c(ccc1)cccc2. The result is 0 (inactive). (2) The molecule is s1\c(n(c2c1cccc2)CC)=C/c1[n+](c2c(cc1)cccc2C)CC. The result is 1 (active). (3) The drug is Clc1ccc(NC(=O)c2sccc2OCc2ccc(OC)cc2)cc1. The result is 0 (inactive).